Dataset: NCI-60 drug combinations with 297,098 pairs across 59 cell lines. Task: Regression. Given two drug SMILES strings and cell line genomic features, predict the synergy score measuring deviation from expected non-interaction effect. Drug 1: CCC1(CC2CC(C3=C(CCN(C2)C1)C4=CC=CC=C4N3)(C5=C(C=C6C(=C5)C78CCN9C7C(C=CC9)(C(C(C8N6C)(C(=O)OC)O)OC(=O)C)CC)OC)C(=O)OC)O.OS(=O)(=O)O. Drug 2: CC1=C2C(C(=O)C3(C(CC4C(C3C(C(C2(C)C)(CC1OC(=O)C(C(C5=CC=CC=C5)NC(=O)OC(C)(C)C)O)O)OC(=O)C6=CC=CC=C6)(CO4)OC(=O)C)O)C)O. Cell line: U251. Synergy scores: CSS=1.38, Synergy_ZIP=8.09, Synergy_Bliss=5.77, Synergy_Loewe=1.06, Synergy_HSA=3.32.